Dataset: Reaction yield outcomes from USPTO patents with 853,638 reactions. Task: Predict the reaction yield, written as a fraction of the theoretical maximum amount of product (1.0 means a 100% yield; for example, 0.34 means a 34% yield). (1) The reactants are [C:1]([NH:5][S:6]([C:9]1[CH:10]=[N:11][N:12]2[C:17]([NH:18][C:19]3[CH:24]=[CH:23][C:22]([CH3:25])=[CH:21][C:20]=3[Cl:26])=[C:16]([C:27](OCC)=[O:28])[CH:15]=[N:14][C:13]=12)(=[O:8])=[O:7])([CH3:4])([CH3:3])[CH3:2].[F:32][C:33]1[CH:38]=[CH:37][C:36]([CH:39]2[CH2:44][CH2:43][NH:42][CH2:41][CH2:40]2)=[CH:35][CH:34]=1. No catalyst specified. The product is [C:1]([NH:5][S:6]([C:9]1[CH:10]=[N:11][N:12]2[C:17]([NH:18][C:19]3[CH:24]=[CH:23][C:22]([CH3:25])=[CH:21][C:20]=3[Cl:26])=[C:16]([C:27]([N:42]3[CH2:43][CH2:44][CH:39]([C:36]4[CH:35]=[CH:34][C:33]([F:32])=[CH:38][CH:37]=4)[CH2:40][CH2:41]3)=[O:28])[CH:15]=[N:14][C:13]=12)(=[O:7])=[O:8])([CH3:2])([CH3:3])[CH3:4]. The yield is 0.630. (2) The reactants are [CH:1]([N-]C(C)C)(C)C.[Li+].[CH3:9][O:10][C:11](=[O:36])[CH2:12][C:13]1[CH:22]=[C:21]([C:23](=[O:34])[C:24]2[CH:29]=[CH:28][C:27]([S:30]([CH3:33])(=[O:32])=[O:31])=[CH:26][CH:25]=2)[C:20]2[C:15](=[CH:16][CH:17]=[C:18]([F:35])[CH:19]=2)[CH:14]=1.CI. The catalyst is O1CCCC1.CN(C)P(N(C)C)(N(C)C)=O. The product is [CH3:9][O:10][C:11](=[O:36])[CH:12]([C:13]1[CH:22]=[C:21]([C:23](=[O:34])[C:24]2[CH:25]=[CH:26][C:27]([S:30]([CH3:33])(=[O:32])=[O:31])=[CH:28][CH:29]=2)[C:20]2[C:15](=[CH:16][CH:17]=[C:18]([F:35])[CH:19]=2)[CH:14]=1)[CH3:1]. The yield is 0.564.